This data is from Peptide-MHC class I binding affinity with 185,985 pairs from IEDB/IMGT. The task is: Regression. Given a peptide amino acid sequence and an MHC pseudo amino acid sequence, predict their binding affinity value. This is MHC class I binding data. The peptide sequence is LLFQLCTFTK. The MHC is HLA-A11:01 with pseudo-sequence HLA-A11:01. The binding affinity (normalized) is 0.742.